Predict the reaction yield, written as a fraction of the theoretical maximum amount of product (1.0 means a 100% yield; for example, 0.34 means a 34% yield). From a dataset of Reaction yield outcomes from USPTO patents with 853,638 reactions. (1) The reactants are Br[C:2]1[CH:7]=[CH:6][C:5]([F:8])=[C:4]([C:9]([F:12])([F:11])[F:10])[CH:3]=1.[OH:13][CH:14]1[CH2:18][CH2:17][NH:16][CH2:15]1.C1(P(C2C=CC=CC=2)C2C=CC3C(=CC=CC=3)C=2C2C3C(=CC=CC=3)C=CC=2P(C2C=CC=CC=2)C2C=CC=CC=2)C=CC=CC=1.C(=O)([O-])[O-].[Cs+].[Cs+]. The catalyst is C1(C)C=CC=CC=1.C([O-])(=O)C.[Pd+2].C([O-])(=O)C. The product is [F:8][C:5]1[CH:6]=[CH:7][C:2]([N:16]2[CH2:17][CH2:18][CH:14]([OH:13])[CH2:15]2)=[CH:3][C:4]=1[C:9]([F:12])([F:11])[F:10]. The yield is 0.580. (2) The yield is 0.110. The reactants are [C:1]([N:5]1[C:9]2=[N:10][C:11]([NH:14][C:15](=[O:23])[C:16]3[CH:21]=[CH:20][C:19]([CH3:22])=[CH:18][CH:17]=3)=[CH:12][CH:13]=[C:8]2[C:7]([C:24](O)=[O:25])=[CH:6]1)([CH3:4])([CH3:3])[CH3:2].[CH:27]([NH2:30])([CH3:29])[CH3:28].F[P-](F)(F)(F)(F)F.C[N+](C)=C(N(C)C)ON1C2N=CC=CC=2N=N1.C(N(CC)CC)C. The catalyst is CN(C=O)C. The product is [CH:27]([NH:30][C:24]([C:7]1[C:8]2[C:9](=[N:10][C:11]([NH:14][C:15](=[O:23])[C:16]3[CH:21]=[CH:20][C:19]([CH3:22])=[CH:18][CH:17]=3)=[CH:12][CH:13]=2)[N:5]([C:1]([CH3:2])([CH3:4])[CH3:3])[CH:6]=1)=[O:25])([CH3:29])[CH3:28]. (3) The reactants are [C:1]1(B(O)O)[C:10]2[C:5](=[CH:6][CH:7]=[CH:8][CH:9]=2)[CH:4]=[CH:3][CH:2]=1.Br[C:15]1[CH:16]=[C:17]([C:22]2[N:27]=[C:26]([C:28]3[CH:33]=[CH:32][CH:31]=[CH:30][CH:29]=3)[N:25]=[C:24]([C:34]3[CH:39]=[CH:38][CH:37]=[CH:36][CH:35]=3)[N:23]=2)[CH:18]=[C:19](Br)[CH:20]=1.C([O-])([O-])=O.[K+].[K+].[N:46]1[CH:51]=[CH:50][CH:49]=[CH:48][C:47]=1[C:52]1[CH:57]=[CH:56][C:55](B(O)O)=[CH:54][CH:53]=1. The catalyst is C1C=CC([P]([Pd]([P](C2C=CC=CC=2)(C2C=CC=CC=2)C2C=CC=CC=2)([P](C2C=CC=CC=2)(C2C=CC=CC=2)C2C=CC=CC=2)[P](C2C=CC=CC=2)(C2C=CC=CC=2)C2C=CC=CC=2)(C2C=CC=CC=2)C2C=CC=CC=2)=CC=1.C(O)C.C1(C)C=CC=CC=1. The product is [C:28]1([C:26]2[N:25]=[C:24]([C:34]3[CH:35]=[CH:36][CH:37]=[CH:38][CH:39]=3)[N:23]=[C:22]([C:17]3[CH:16]=[C:15]([C:55]4[CH:54]=[CH:53][C:52]([C:47]5[CH:48]=[CH:49][CH:50]=[CH:51][N:46]=5)=[CH:57][CH:56]=4)[CH:20]=[C:19]([C:1]4[C:10]5[C:5](=[CH:6][CH:7]=[CH:8][CH:9]=5)[CH:4]=[CH:3][CH:2]=4)[CH:18]=3)[N:27]=2)[CH:33]=[CH:32][CH:31]=[CH:30][CH:29]=1. The yield is 0.490.